Predict the product of the given reaction. From a dataset of Forward reaction prediction with 1.9M reactions from USPTO patents (1976-2016). (1) Given the reactants C[O:2][C:3]([C:5]1[S:9][C:8]([C:10]2[CH:15]=[C:14]([C:16]([F:19])([F:18])[F:17])[CH:13]=[C:12]([C:20]([F:23])([F:22])[F:21])[CH:11]=2)=[N:7][C:6]=1[CH3:24])=O.[Li], predict the reaction product. The product is: [F:23][C:20]([F:21])([F:22])[C:12]1[CH:11]=[C:10]([C:8]2[S:9][C:5]([CH2:3][OH:2])=[C:6]([CH3:24])[N:7]=2)[CH:15]=[C:14]([C:16]([F:17])([F:19])[F:18])[CH:13]=1. (2) Given the reactants Br[C:2]1[CH:7]=[CH:6][CH:5]=[CH:4][N:3]=1.[Br-].[CH2:9]([Zn+])[C:10]1[CH:15]=[CH:14][CH:13]=[CH:12][CH:11]=1.C1C=CC(CBr)=CC=1, predict the reaction product. The product is: [CH2:9]([C:2]1[CH:7]=[CH:6][CH:5]=[CH:4][N:3]=1)[C:10]1[CH:15]=[CH:14][CH:13]=[CH:12][CH:11]=1. (3) The product is: [F:1][C:2]1[CH:7]=[CH:6][C:5]([C:18]2[N:22]3[N:23]=[CH:24][C:25]([C:27]([OH:30])([CH3:28])[CH3:29])=[N:26][C:21]3=[N:20][CH:19]=2)=[CH:4][C:3]=1[C:11]1[CH:16]=[CH:15][N:14]=[CH:13][N:12]=1. Given the reactants [F:1][C:2]1[CH:7]=[CH:6][C:5](B(O)O)=[CH:4][C:3]=1[C:11]1[CH:16]=[CH:15][N:14]=[CH:13][N:12]=1.Br[C:18]1[N:22]2[N:23]=[CH:24][C:25]([C:27]([OH:30])([CH3:29])[CH3:28])=[N:26][C:21]2=[N:20][CH:19]=1, predict the reaction product. (4) Given the reactants O=[C:2]1[C:10]2[C:5](=[CH:6][C:7]([O:11][C:12]3[CH:20]=[CH:19][C:15]([C:16]([NH2:18])=[O:17])=[CH:14][N:13]=3)=[CH:8][CH:9]=2)[CH2:4][CH2:3]1.Cl.[CH:22]1([CH2:28][CH2:29][NH2:30])[CH2:27][CH2:26][CH2:25][CH2:24][CH2:23]1.CCN(CC)CC.[BH3-]C#N.[Na+], predict the reaction product. The product is: [CH:22]1([CH2:28][CH2:29][NH:30][CH:2]2[C:10]3[C:5](=[CH:6][C:7]([O:11][C:12]4[CH:20]=[CH:19][C:15]([C:16]([NH2:18])=[O:17])=[CH:14][N:13]=4)=[CH:8][CH:9]=3)[CH2:4][CH2:3]2)[CH2:27][CH2:26][CH2:25][CH2:24][CH2:23]1. (5) Given the reactants [CH3:1][O:2][C:3]([C@@H:5]([N:13]1[CH2:21][C:17]2[CH:18]=[CH:19][S:20][C:16]=2[CH2:15][CH2:14]1)[C:6]1[CH:7]=[CH:8][CH:9]=[CH:10][C:11]=1[Cl:12])=[O:4].[OH:22][S:23]([OH:26])(=[O:25])=[O:24], predict the reaction product. The product is: [CH3:1][O:2][C:3]([C@@H:5]([N:13]1[CH2:21][C:17]2[CH:18]=[CH:19][S:20][C:16]=2[CH2:15][CH2:14]1)[C:6]1[CH:7]=[CH:8][CH:9]=[CH:10][C:11]=1[Cl:12])=[O:4].[OH:25][S:23]([OH:26])(=[O:24])=[O:22]. (6) The product is: [CH3:19][O:20][C:21]1[CH:28]=[CH:27][CH:26]=[CH:25][C:22]=1[C:23]([NH:11][C:12]1[CH:17]=[CH:16][C:15]([CH3:18])=[CH:14][CH:13]=1)=[NH:24]. Given the reactants C[Si]([N-][Si](C)(C)C)(C)C.[Na+].[NH2:11][C:12]1[CH:17]=[CH:16][C:15]([CH3:18])=[CH:14][CH:13]=1.[CH3:19][O:20][C:21]1[CH:28]=[CH:27][CH:26]=[CH:25][C:22]=1[C:23]#[N:24], predict the reaction product.